Dataset: Forward reaction prediction with 1.9M reactions from USPTO patents (1976-2016). Task: Predict the product of the given reaction. The product is: [ClH:38].[C:1]1([S:7]([C:10]2[CH:11]=[CH:12][C:13]3[O:23][C:22]4[CH2:21][CH2:20][CH2:19][NH:18][CH2:17][C:16]=4[C:14]=3[CH:15]=2)(=[O:9])=[O:8])[CH:6]=[CH:5][CH:4]=[CH:3][CH:2]=1. Given the reactants [C:1]1([S:7]([C:10]2[CH:11]=[CH:12][C:13]3[O:23][C:22]4[CH2:21][CH2:20][CH2:19][N:18](C(OC(C)(C)C)=O)[CH2:17][C:16]=4[C:14]=3[CH:15]=2)(=[O:9])=[O:8])[CH:6]=[CH:5][CH:4]=[CH:3][CH:2]=1.C(=O)(O)[O-].[Na+].CO.[ClH:38], predict the reaction product.